From a dataset of Reaction yield outcomes from USPTO patents with 853,638 reactions. Predict the reaction yield, written as a fraction of the theoretical maximum amount of product (1.0 means a 100% yield; for example, 0.34 means a 34% yield). (1) The reactants are [ClH:1].C(OCC)(=O)C.[CH3:8][O:9][C:10]([C:12]1([NH:18][C:19]([C:21]2[CH:26]=[CH:25][C:24]([N:27]3[CH2:32][CH2:31][N:30]([CH2:33][CH2:34][CH3:35])[CH2:29][CH2:28]3)=[CH:23][CH:22]=2)=[O:20])[CH2:17][CH2:16][CH2:15][CH2:14][CH2:13]1)=[O:11]. The catalyst is C(OCC)(=O)C. The product is [ClH:1].[CH3:8][O:9][C:10]([C:12]1([NH:18][C:19]([C:21]2[CH:26]=[CH:25][C:24]([N:27]3[CH2:32][CH2:31][N:30]([CH2:33][CH2:34][CH3:35])[CH2:29][CH2:28]3)=[CH:23][CH:22]=2)=[O:20])[CH2:17][CH2:16][CH2:15][CH2:14][CH2:13]1)=[O:11]. The yield is 0.660. (2) The reactants are C[Si]([N-][Si](C)(C)C)(C)C.[Na+].[O:11]=[C:12]1[CH2:20][C:19]2[C:18]([C:21]#[N:22])=[CH:17][CH:16]=[CH:15][C:14]=2[NH:13]1.Cl.[CH2:24]([N:31]([CH2:35][CH2:36]Cl)[CH2:32][CH2:33]Cl)[C:25]1[CH:30]=[CH:29][CH:28]=[CH:27][CH:26]=1. The catalyst is C1COCC1. The product is [CH2:24]([N:31]1[CH2:35][CH2:36][C:20]2([C:19]3[C:18]([C:21]#[N:22])=[CH:17][CH:16]=[CH:15][C:14]=3[NH:13][C:12]2=[O:11])[CH2:33][CH2:32]1)[C:25]1[CH:30]=[CH:29][CH:28]=[CH:27][CH:26]=1. The yield is 0.500. (3) The reactants are [N:1]([CH2:4][CH2:5][CH2:6][C:7]1([C:24]2[CH:29]=[CH:28][CH:27]=[CH:26][CH:25]=2)[N:11]([C:12](=[S:15])[NH:13][NH2:14])[N:10]=[C:9]([C:16]2[CH:21]=[C:20]([F:22])[CH:19]=[CH:18][C:17]=2[F:23])[S:8]1)=[N+:2]=[N-:3].[CH3:30]OC(OC)OC.CC1C=CC(S(O)(=O)=O)=CC=1. No catalyst specified. The product is [N:1]([CH2:4][CH2:5][CH2:6][C:7]1([C:24]2[CH:29]=[CH:28][CH:27]=[CH:26][CH:25]=2)[N:11]([C:12]2[S:15][CH:30]=[N:14][N:13]=2)[N:10]=[C:9]([C:16]2[CH:21]=[C:20]([F:22])[CH:19]=[CH:18][C:17]=2[F:23])[S:8]1)=[N+:2]=[N-:3]. The yield is 0.900.